From a dataset of Reaction yield outcomes from USPTO patents with 853,638 reactions. Predict the reaction yield, written as a fraction of the theoretical maximum amount of product (1.0 means a 100% yield; for example, 0.34 means a 34% yield). (1) The reactants are [NH2:1][C:2]1[C:3]2[N:4]([C:8]([C@H:12]3[CH2:29][N:16]4[C:17](=[O:28])[CH2:18][N:19]([C:21]([CH3:27])([CH3:26])[C:22]([O:24][CH3:25])=[O:23])[CH2:20][C@@H:15]4[CH2:14][CH2:13]3)=[N:9][C:10]=2Br)[CH:5]=[CH:6][N:7]=1.CC1(C)C(C)(C)OB([C:38]2[CH:56]=[CH:55][C:41]([C:42]([NH:44][C:45]3[CH:50]=[C:49]([C:51]([F:54])([F:53])[F:52])[CH:48]=[CH:47][N:46]=3)=[O:43])=[CH:40][CH:39]=2)O1.C([O-])([O-])=O.[K+].[K+]. The catalyst is O1CCOCC1.O.O. The product is [NH2:1][C:2]1[C:3]2[N:4]([C:8]([C@H:12]3[CH2:29][N:16]4[C:17](=[O:28])[CH2:18][N:19]([C:21]([CH3:27])([CH3:26])[C:22]([O:24][CH3:25])=[O:23])[CH2:20][C@@H:15]4[CH2:14][CH2:13]3)=[N:9][C:10]=2[C:38]2[CH:56]=[CH:55][C:41]([C:42](=[O:43])[NH:44][C:45]3[CH:50]=[C:49]([C:51]([F:52])([F:53])[F:54])[CH:48]=[CH:47][N:46]=3)=[CH:40][CH:39]=2)[CH:5]=[CH:6][N:7]=1. The yield is 0.960. (2) The reactants are [C:1]1([NH2:8])[CH:6]=[CH:5][C:4]([NH2:7])=[CH:3][CH:2]=1.[C:9](=[S:11])=S.[OH-].[Na+].ClCC([O-])=O.[Na+].[NH2:20][NH2:21]. No catalyst specified. The product is [NH2:7][C:4]1[CH:5]=[CH:6][C:1]([NH:8][C:9](=[S:11])[NH:20][NH2:21])=[CH:2][CH:3]=1. The yield is 0.380. (3) The reactants are [O:1]1[CH2:6][CH2:5][N:4]([C:7]2[O:8][C:9]3[C:14]([C:15](=[O:17])[CH:16]=2)=[CH:13][C:12]([C:18]([O:20][CH3:21])=[O:19])=[CH:11][C:10]=3[CH:22]2[CH2:26][CH2:25][CH2:24][NH:23]2)[CH2:3][CH2:2]1.Br[C:28]1[CH:33]=[C:32]([F:34])[CH:31]=[C:30]([F:35])[CH:29]=1.C(=O)([O-])[O-].[Cs+].[Cs+]. The catalyst is O1CCOCC1. The product is [F:34][C:32]1[CH:33]=[C:28]([N:23]2[CH2:24][CH2:25][CH2:26][CH:22]2[C:10]2[CH:11]=[C:12]([C:18]([O:20][CH3:21])=[O:19])[CH:13]=[C:14]3[C:9]=2[O:8][C:7]([N:4]2[CH2:3][CH2:2][O:1][CH2:6][CH2:5]2)=[CH:16][C:15]3=[O:17])[CH:29]=[C:30]([F:35])[CH:31]=1. The yield is 0.580. (4) The reactants are [CH2:1]([O:3][C:4](=[O:22])[CH:5]([CH2:11][C:12]([O:14][CH2:15][C:16]1[CH:21]=[CH:20][CH:19]=[CH:18][CH:17]=1)=[O:13])[C:6]([O:8][CH2:9][CH3:10])=[O:7])[CH3:2].[CH3:23][C:24]([C:27]1[CH:34]=[CH:33][C:30]([CH2:31]Br)=[CH:29][CH:28]=1)([CH3:26])[CH3:25].[H-].[Na+]. No catalyst specified. The product is [C:16]1([CH2:15][O:14][C:12](=[O:13])[CH2:11][C:5]([C:6]([O:8][CH2:9][CH3:10])=[O:7])([C:4]([O:3][CH2:1][CH3:2])=[O:22])[CH2:31][C:30]2[CH:33]=[CH:34][C:27]([C:24]([CH3:26])([CH3:25])[CH3:23])=[CH:28][CH:29]=2)[CH:17]=[CH:18][CH:19]=[CH:20][CH:21]=1. The yield is 0.530. (5) The product is [NH2:8][C:5]1[N:6]=[N:7][C:2]([C:23]2[CH:24]=[C:25]([NH:29][S:30]([CH3:33])(=[O:31])=[O:32])[CH:26]=[CH:27][CH:28]=2)=[C:3]([C:9]2[CH:14]=[CH:13][CH:12]=[CH:11][CH:10]=2)[N:4]=1. The reactants are Br[C:2]1[N:7]=[N:6][C:5]([NH2:8])=[N:4][C:3]=1[C:9]1[CH:14]=[CH:13][CH:12]=[CH:11][CH:10]=1.CC1(C)C(C)(C)OB([C:23]2[CH:24]=[C:25]([NH:29][S:30]([CH3:33])(=[O:32])=[O:31])[CH:26]=[CH:27][CH:28]=2)O1. No catalyst specified. The yield is 0.410. (6) The reactants are [CH3:1][C:2]1[C:3]([C:16]2[CH:17]=[C:18]([C:21]([OH:26])=[CH:22][C:23]=2[O:24][CH3:25])[CH:19]=[O:20])=[CH:4][C:5]2[C:6]([CH3:15])([CH3:14])[CH2:7][CH2:8][C:9]([CH3:13])([CH3:12])[C:10]=2[CH:11]=1.[CH3:27]OS(OC)(=O)=O.C(=O)([O-])[O-].[K+].[K+]. The catalyst is CC(C)=O. The product is [CH3:1][C:2]1[C:3]([C:16]2[CH:17]=[C:18]([C:21]([O:26][CH3:27])=[CH:22][C:23]=2[O:24][CH3:25])[CH:19]=[O:20])=[CH:4][C:5]2[C:6]([CH3:15])([CH3:14])[CH2:7][CH2:8][C:9]([CH3:12])([CH3:13])[C:10]=2[CH:11]=1. The yield is 0.970. (7) The reactants are [CH3:1][O:2][C:3]1[CH:8]=[C:7]([O:9][CH3:10])[C:6]([N+:11]([O-])=O)=[CH:5][C:4]=1[CH3:14]. The catalyst is CCO.CCOC(C)=O.[Pd]. The product is [CH3:10][O:9][C:7]1[CH:8]=[C:3]([O:2][CH3:1])[C:4]([CH3:14])=[CH:5][C:6]=1[NH2:11]. The yield is 1.00. (8) The reactants are [CH3:1][O:2][C:3](=[O:23])[NH:4][CH2:5][C@H:6]([CH2:11][C:12](=[O:22])[NH:13][C@H](C1C=CC=CC=1)C)[CH2:7][CH:8]([CH3:10])[CH3:9].O1CCCC1.N.[Na]. The catalyst is O. The product is [CH3:1][O:2][C:3](=[O:23])[NH:4][CH2:5][C@H:6]([CH2:11][C:12](=[O:22])[NH2:13])[CH2:7][CH:8]([CH3:9])[CH3:10]. The yield is 0.600. (9) The reactants are [ClH:1].[CH2:2]([O:9][C:10]1[C:11]([NH:17][C:18]2[S:19][CH:20]=[C:21]([CH3:23])[N:22]=2)=[N:12][CH:13]=[C:14](Br)[CH:15]=1)[C:3]1[CH:8]=[CH:7][CH:6]=[CH:5][CH:4]=1.[Li]C.C([Li])CCC.[C:31]1([S:37][S:37][C:31]2[CH:36]=[CH:35][CH:34]=[CH:33][CH:32]=2)[CH:36]=[CH:35][CH:34]=[CH:33][CH:32]=1. No catalyst specified. The product is [ClH:1].[CH2:2]([O:9][C:10]1[C:11]([NH:17][C:18]2[S:19][CH:20]=[C:21]([CH3:23])[N:22]=2)=[N:12][CH:13]=[C:14]([S:37][C:31]2[CH:36]=[CH:35][CH:34]=[CH:33][CH:32]=2)[CH:15]=1)[C:3]1[CH:8]=[CH:7][CH:6]=[CH:5][CH:4]=1. The yield is 0.482. (10) The reactants are [C:1]([NH:4][C:5]1[CH:13]=[CH:12][C:8]([C:9](Cl)=[O:10])=[CH:7][CH:6]=1)(=[O:3])[CH3:2].[C:14]1([O:20][CH3:21])[CH:19]=[CH:18][CH:17]=[CH:16][CH:15]=1.[Al+3].[Cl-].[Cl-].[Cl-].Cl. The catalyst is C(Cl)Cl. The product is [CH3:21][O:20][C:14]1[CH:19]=[CH:18][C:17]([C:9]([C:8]2[CH:12]=[CH:13][C:5]([NH:4][C:1](=[O:3])[CH3:2])=[CH:6][CH:7]=2)=[O:10])=[CH:16][CH:15]=1. The yield is 0.450.